From a dataset of Catalyst prediction with 721,799 reactions and 888 catalyst types from USPTO. Predict which catalyst facilitates the given reaction. (1) Reactant: [CH3:1][O:2][C:3]1[CH:8]=[C:7]([C:9]([N:11]2[C:17]3[CH:18]=[CH:19][CH:20]=[CH:21][C:16]=3[CH2:15][N:14]3[CH:22]=[CH:23][CH:24]=[C:13]3[CH2:12]2)=[O:10])[CH:6]=[CH:5][C:4]=1[C:25]1[CH:30]=[CH:29][CH:28]=[CH:27][C:26]=1[CH3:31].C(N(CC)CC)C.[Cl:39][C:40]([Cl:45])([Cl:44])[C:41](Cl)=[O:42].C(OCC)(=O)C. Product: [Cl:39][C:40]([Cl:45])([Cl:44])[C:41]([C:22]1[N:14]2[C:13]([CH2:12][N:11]([C:9]([C:7]3[CH:6]=[CH:5][C:4]([C:25]4[CH:30]=[CH:29][CH:28]=[CH:27][C:26]=4[CH3:31])=[C:3]([O:2][CH3:1])[CH:8]=3)=[O:10])[C:17]3[CH:18]=[CH:19][CH:20]=[CH:21][C:16]=3[CH2:15]2)=[CH:24][CH:23]=1)=[O:42]. The catalyst class is: 526. (2) Reactant: CC1C=CC(S(O[C:12]2[C:13]3[N:14]([CH:38]=[CH:39][N:40]=3)[C:15]([C:26]3[CH:27]=[N:28][C:29]([N:32]4[CH2:36][CH2:35][CH2:34][C:33]4=[O:37])=[CH:30][CH:31]=3)=[C:16]([C:18]3[CH:23]=[CH:22][C:21]([C:24]#[N:25])=[CH:20][CH:19]=3)[N:17]=2)(=O)=O)=CC=1.[CH3:41][C:42]1(C)C(C)(C)OB(C=C)O1.P([O-])([O-])([O-])=O.[K+].[K+].[K+].O1CCOCC1. Product: [O:37]=[C:33]1[CH2:34][CH2:35][CH2:36][N:32]1[C:29]1[N:28]=[CH:27][C:26]([C:15]2[N:14]3[CH:38]=[CH:39][N:40]=[C:13]3[C:12]([CH:41]=[CH2:42])=[N:17][C:16]=2[C:18]2[CH:23]=[CH:22][C:21]([C:24]#[N:25])=[CH:20][CH:19]=2)=[CH:31][CH:30]=1. The catalyst class is: 6. (3) Reactant: [C:1]([O:5][C:6]([N:8]1[C@H:13]([CH3:14])[CH2:12][N:11]([C:15]([O:17][CH2:18][C:19]2[CH:24]=[CH:23][CH:22]=[CH:21][CH:20]=2)=[O:16])[C@@H:10]([CH2:25][OH:26])[CH2:9]1)=[O:7])([CH3:4])([CH3:3])[CH3:2].[CH3:27]N(C)C1C2C(=CC=CC=2N(C)C)C=CC=1.C[O+](C)C. Product: [C:1]([O:5][C:6]([N:8]1[C@H:13]([CH3:14])[CH2:12][N:11]([C:15]([O:17][CH2:18][C:19]2[CH:24]=[CH:23][CH:22]=[CH:21][CH:20]=2)=[O:16])[C@@H:10]([CH2:25][O:26][CH3:27])[CH2:9]1)=[O:7])([CH3:4])([CH3:2])[CH3:3]. The catalyst class is: 2. (4) Reactant: [C:1]([NH:11][C@H:12]([C:17]([N:19]1[CH2:23][CH:22]=[CH:21][CH2:20]1)=[O:18])[CH2:13][CH:14]([CH3:16])[CH3:15])([O:3][CH2:4][C:5]1[CH:10]=[CH:9][CH:8]=[CH:7][CH:6]=1)=[O:2].ClC1C=C(C=CC=1)C(OO)=[O:29]. Product: [C:1]([NH:11][C@H:12]([C:17]([N:19]1[CH2:20][CH:21]2[O:29][CH:22]2[CH2:23]1)=[O:18])[CH2:13][CH:14]([CH3:16])[CH3:15])([O:3][CH2:4][C:5]1[CH:10]=[CH:9][CH:8]=[CH:7][CH:6]=1)=[O:2]. The catalyst class is: 4. (5) Reactant: [F:1][C:2]1[CH:9]=[CH:8][C:7]([N+:10]([O-:12])=[O:11])=[CH:6][C:3]=1[CH:4]=O.[CH3:13][NH2:14].[BH4-].[Na+].C(=O)(O)[O-].[Na+].[C:22](Cl)([O:24][CH2:25][C:26]1[CH:31]=[CH:30][CH:29]=[CH:28][CH:27]=1)=[O:23]. Product: [F:1][C:2]1[CH:9]=[CH:8][C:7]([N+:10]([O-:12])=[O:11])=[CH:6][C:3]=1[CH2:4][N:14]([CH3:13])[C:22](=[O:23])[O:24][CH2:25][C:26]1[CH:31]=[CH:30][CH:29]=[CH:28][CH:27]=1. The catalyst class is: 5. (6) Reactant: [Li]CCCC.Br[C:7](Br)=[CH:8][CH:9]([CH2:16][CH2:17][CH2:18][CH2:19][CH2:20][CH2:21][CH2:22][CH3:23])[CH2:10][CH2:11][CH2:12][CH2:13][CH2:14][CH3:15].O. Product: [C:8]([CH:9]([CH2:16][CH2:17][CH2:18][CH2:19][CH2:20][CH2:21][CH2:22][CH3:23])[CH2:10][CH2:11][CH2:12][CH2:13][CH2:14][CH3:15])#[CH:7]. The catalyst class is: 7. (7) Reactant: [CH2:1]([O:5][C:6]1[CH:10]=[C:9]([CH3:11])[O:8][N:7]=1)[CH:2]([CH3:4])[CH3:3].[I:12]Cl.S([O-])([O-])=O.[Na+].[Na+]. Product: [I:12][C:10]1[C:6]([O:5][CH2:1][CH:2]([CH3:4])[CH3:3])=[N:7][O:8][C:9]=1[CH3:11]. The catalyst class is: 313. (8) Reactant: [C:1]([O:5][C:6]([NH:8][CH:9]1[CH:13]([OH:14])[CH2:12][N:11]([C:15]([O:17][C:18]([CH3:21])([CH3:20])[CH3:19])=[O:16])[CH2:10]1)=[O:7])([CH3:4])([CH3:3])[CH3:2].C(N(CC)CC)C.[CH3:29][S:30](Cl)(=[O:32])=[O:31]. Product: [C:1]([O:5][C:6]([NH:8][CH:9]1[CH:13]([O:14][S:30]([CH3:29])(=[O:32])=[O:31])[CH2:12][N:11]([C:15]([O:17][C:18]([CH3:21])([CH3:20])[CH3:19])=[O:16])[CH2:10]1)=[O:7])([CH3:4])([CH3:3])[CH3:2]. The catalyst class is: 4.